Task: Predict the product of the given reaction.. Dataset: Forward reaction prediction with 1.9M reactions from USPTO patents (1976-2016) (1) Given the reactants [F:1][C:2]1[CH:3]=[C:4]([CH2:12][C:13]([NH:15][C:16]2[C:25]([O:26][CH3:27])=[CH:24][CH:23]=[C:22]3[C:17]=2[CH2:18][CH2:19][NH:20][CH2:21]3)=[O:14])[CH:5]=[CH:6][C:7]=1[C:8]([F:11])([F:10])[F:9].[OH:28][C:29]1([C:35](O)=[O:36])[CH2:34][CH2:33][CH2:32][CH2:31][CH2:30]1.C(N(CC)C(C)C)(C)C.C(Cl)Cl, predict the reaction product. The product is: [F:1][C:2]1[CH:3]=[C:4]([CH2:12][C:13]([NH:15][C:16]2[C:25]([O:26][CH3:27])=[CH:24][CH:23]=[C:22]3[C:17]=2[CH2:18][CH2:19][N:20]([C:35]([C:29]2([OH:28])[CH2:34][CH2:33][CH2:32][CH2:31][CH2:30]2)=[O:36])[CH2:21]3)=[O:14])[CH:5]=[CH:6][C:7]=1[C:8]([F:11])([F:9])[F:10]. (2) The product is: [Cl:16][C:17]1[CH:22]=[C:21]([N:13]2[CH:14]=[C:10]([C:9]#[C:8][C:6]3[CH:5]=[CH:4][N:3]=[C:2]([Cl:1])[CH:7]=3)[N:11]=[C:12]2[CH3:15])[CH:20]=[CH:19][N:18]=1. Given the reactants [Cl:1][C:2]1[CH:7]=[C:6]([C:8]#[C:9][C:10]2[N:11]=[C:12]([CH3:15])[NH:13][CH:14]=2)[CH:5]=[CH:4][N:3]=1.[Cl:16][C:17]1[CH:22]=[C:21](F)[CH:20]=[CH:19][N:18]=1, predict the reaction product. (3) Given the reactants Cl.[Cl:2][C:3]1[CH:4]=[CH:5][C:6]([CH3:36])=[C:7]([NH:9][C:10]([C:12]2[N:13]=[CH:14][NH:15][C:16]=2[C:17]([NH:19][C:20]2[NH:24][C:23]3[CH:25]=[CH:26][C:27]([O:29][CH:30]4[CH2:35][CH2:34][NH:33][CH2:32][CH2:31]4)=[CH:28][C:22]=3[N:21]=2)=[O:18])=[O:11])[CH:8]=1.Cl, predict the reaction product. The product is: [Cl:2][C:3]1[CH:4]=[CH:5][C:6]([CH3:36])=[C:7]([NH:9][C:10]([C:12]2[N:13]=[CH:14][NH:15][C:16]=2[C:17]([NH:19][C:20]2[NH:24][C:23]3[CH:25]=[CH:26][C:27]([O:29][CH:30]4[CH2:35][CH2:34][NH:33][CH2:32][CH2:31]4)=[CH:28][C:22]=3[N:21]=2)=[O:18])=[O:11])[CH:8]=1. (4) The product is: [Br:35][C:36]1[CH:41]=[CH:40][C:39]([CH2:42][NH:43][C:31]([CH:29]2[CH2:28][CH:27]([O:26][CH3:25])[CH2:30]2)=[O:33])=[CH:38][CH:37]=1. Given the reactants CN(C(ON1N=NC2C=CC=NC1=2)=[N+](C)C)C.F[P-](F)(F)(F)(F)F.[CH3:25][O:26][CH:27]1[CH2:30][CH:29]([C:31]([OH:33])=O)[CH2:28]1.Cl.[Br:35][C:36]1[CH:41]=[CH:40][C:39]([CH2:42][NH2:43])=[CH:38][CH:37]=1, predict the reaction product. (5) Given the reactants [CH3:1][O:2][C:3]1[C:11]2[N:10]=[C:9]([C:12]([F:15])([F:14])[F:13])[NH:8][C:7]=2[C:6]([C:16](=O)[CH:17]([CH3:22])[CH2:18][C:19]([OH:21])=O)=[CH:5][CH:4]=1.O.[NH2:25][NH2:26], predict the reaction product. The product is: [CH3:1][O:2][C:3]1[C:11]2[N:10]=[C:9]([C:12]([F:15])([F:13])[F:14])[NH:8][C:7]=2[C:6]([C:16]2[CH:17]([CH3:22])[CH2:18][C:19](=[O:21])[NH:25][N:26]=2)=[CH:5][CH:4]=1. (6) Given the reactants [CH3:1][O:2][C:3]1[CH:14]=[CH:13][C:6]2[NH:7]C(=O)O[C:10](=[O:11])[C:5]=2[CH:4]=1.[CH:15]([C:19]1[CH:25]=[CH:24][C:22]([NH2:23])=[CH:21][CH:20]=1)([CH2:17][CH3:18])[CH3:16], predict the reaction product. The product is: [NH2:7][C:6]1[CH:13]=[CH:14][C:3]([O:2][CH3:1])=[CH:4][C:5]=1[C:10]([NH:23][C:22]1[CH:24]=[CH:25][C:19]([CH:15]([CH2:17][CH3:18])[CH3:16])=[CH:20][CH:21]=1)=[O:11]. (7) Given the reactants [N:1]([CH:4]([C:6]1[O:7][C:8]2[CH:14]=[CH:13][C:12]([C:15]([O:17][CH2:18][CH3:19])=[O:16])=[CH:11][C:9]=2[CH:10]=1)[CH3:5])=[N+]=[N-].C1C[O:23][CH2:22][CH2:21]1.C1(P(C2C=CC=CC=2)C2C=CC=CC=2)C=CC=CC=1.C(OC(=O)C)(=O)C, predict the reaction product. The product is: [C:22]([NH:1][CH:4]([C:6]1[O:7][C:8]2[CH:14]=[CH:13][C:12]([C:15]([O:17][CH2:18][CH3:19])=[O:16])=[CH:11][C:9]=2[CH:10]=1)[CH3:5])(=[O:23])[CH3:21]. (8) Given the reactants [H-].[Na+].C(O[C:6]([C:8]1[NH:9][C:10]2[C:15]([CH:16]=1)=[CH:14][CH:13]=[C:12]([C:17]([O:19]CC)=[O:18])[CH:11]=2)=[O:7])C.Br[CH2:23][CH2:24][CH2:25]C(OCC)=O, predict the reaction product. The product is: [O:7]=[C:6]1[C:8]2=[CH:16][C:15]3[C:10]([N:9]2[CH2:25][CH2:24][CH2:23]1)=[CH:11][C:12]([C:17]([OH:19])=[O:18])=[CH:13][CH:14]=3. (9) Given the reactants [CH3:1][O:2][C:3]1[CH:4]=[C:5]2[CH:11]=C(C(OCC)=O)N[C:6]2=[N:7][CH:8]=1.[H-].[Na+].ClC1C=CC(CCl)=CC=1.CN(C=[O:32])C, predict the reaction product. The product is: [CH:11]([C:5]1[CH:6]=[N:7][CH:8]=[C:3]([O:2][CH3:1])[CH:4]=1)=[O:32].